Dataset: Catalyst prediction with 721,799 reactions and 888 catalyst types from USPTO. Task: Predict which catalyst facilitates the given reaction. (1) Reactant: [CH3:1][C@@H:2]1[O:7][C@H:6]([CH3:8])[CH2:5][NH:4][C@@H:3]1[C:9]1[CH:14]=[CH:13][CH:12]=[CH:11][CH:10]=1.Br[C:16]1[CH:17]=[CH:18][C:19]2[O:20][CH2:21][C:22](=[O:26])[NH:23][C:24]=2[N:25]=1. Product: [CH3:1][C@H:2]1[C@@H:3]([C:9]2[CH:14]=[CH:13][CH:12]=[CH:11][CH:10]=2)[N:4]([C:16]2[CH:17]=[CH:18][C:19]3[O:20][CH2:21][C:22](=[O:26])[NH:23][C:24]=3[N:25]=2)[CH2:5][C@@H:6]([CH3:8])[O:7]1. The catalyst class is: 16. (2) Reactant: Cl[C:2]1[C:7]([N+:8]([O-:10])=[O:9])=[CH:6][N:5]=[C:4]2[CH2:11][CH2:12][CH2:13][C:3]=12.[NH:14]1[CH2:19][CH2:18][CH2:17][C@H:16]([NH:20][C:21](=[O:27])[O:22][C:23]([CH3:26])([CH3:25])[CH3:24])[CH2:15]1.C(N(CC)CC)C. Product: [N+:8]([C:7]1[C:2]([N:14]2[CH2:19][CH2:18][CH2:17][C@H:16]([NH:20][C:21](=[O:27])[O:22][C:23]([CH3:25])([CH3:24])[CH3:26])[CH2:15]2)=[C:3]2[CH2:13][CH2:12][CH2:11][C:4]2=[N:5][CH:6]=1)([O-:10])=[O:9]. The catalyst class is: 32. (3) Reactant: [Cl:1][C:2]1[C:7]([O:8][CH3:9])=[CH:6][C:5]([O:10][CH3:11])=[C:4]([Cl:12])[C:3]=1[C:13]1[C:24](=N)[NH:23][C:16]2[N:17]=[C:18]([S:21][CH3:22])[N:19]=[CH:20][C:15]=2[CH:14]=1.N([O-])=[O:27].[Na+]. Product: [Cl:12][C:4]1[C:5]([O:10][CH3:11])=[CH:6][C:7]([O:8][CH3:9])=[C:2]([Cl:1])[C:3]=1[C:13]1[C:24](=[O:27])[NH:23][C:16]2[N:17]=[C:18]([S:21][CH3:22])[N:19]=[CH:20][C:15]=2[CH:14]=1. The catalyst class is: 15.